From a dataset of Reaction yield outcomes from USPTO patents with 853,638 reactions. Predict the reaction yield, written as a fraction of the theoretical maximum amount of product (1.0 means a 100% yield; for example, 0.34 means a 34% yield). (1) The reactants are C([O:3][C:4]([C:6]1[CH:7]=[CH:8][C:9]2[CH:10]=[C:11]3[C:18](=[O:19])[NH:17][CH2:16][CH:15]([CH3:20])[N:12]3[C:13]=2[CH:14]=1)=[O:5])C.[OH-].[Na+]. The catalyst is C1COCC1.CCO. The product is [CH3:20][CH:15]1[N:12]2[C:13]3[CH:14]=[C:6]([C:4]([OH:5])=[O:3])[CH:7]=[CH:8][C:9]=3[CH:10]=[C:11]2[C:18](=[O:19])[NH:17][CH2:16]1. The yield is 0.770. (2) The yield is 0.0200. The product is [Na:1].[CH3:31][C:32]1([CH3:41])[O:37][CH2:36][CH:35]([CH2:38][CH2:10][O:11][C:12]2[CH:17]=[CH:16][N:15]=[C:14]([CH2:18][S:19]([C:21]3[NH:25][C:24]4[CH:26]=[CH:27][CH:28]=[CH:29][C:23]=4[N:22]=3)=[O:20])[C:13]=2[CH3:30])[CH2:34][O:33]1. The reactants are [Na:1].COC1OCC([CH2:10][O:11][C:12]2[CH:17]=[CH:16][N:15]=[C:14]([CH2:18][S:19]([C:21]3[NH:25][C:24]4[CH:26]=[CH:27][CH:28]=[CH:29][C:23]=4[N:22]=3)=[O:20])[C:13]=2[CH3:30])CO1.[CH3:31][C:32]1([CH3:41])[O:37][CH2:36][CH:35]([CH2:38]CO)[CH2:34][O:33]1. No catalyst specified. (3) The reactants are C[O:2][C:3](=O)[C:4]1[CH:9]=[C:8]([O:10][CH3:11])[C:7]([O:12][CH2:13][CH2:14][Cl:15])=[CH:6][C:5]=1[NH2:16].Cl.[CH:19](N)=[NH:20]. The catalyst is C(O)C. The product is [Cl:15][CH2:14][CH2:13][O:12][C:7]1[CH:6]=[C:5]2[C:4]([C:3]([OH:2])=[N:20][CH:19]=[N:16]2)=[CH:9][C:8]=1[O:10][CH3:11]. The yield is 0.960. (4) The reactants are CC1(C)CCCC(C)(C)N1.C([Li])CCC.[Br:16][C:17]1[CH:22]=[CH:21][C:20]([C:23]2[N:24]=[CH:25][O:26][CH:27]=2)=[CH:19][CH:18]=1.[CH2:28]=[O:29].[Cl-].[NH4+]. The catalyst is O1CCCC1. The product is [Br:16][C:17]1[CH:18]=[CH:19][C:20]([C:23]2[N:24]=[C:25]([CH2:28][OH:29])[O:26][CH:27]=2)=[CH:21][CH:22]=1. The yield is 0.620.